The task is: Predict the product of the given reaction.. This data is from Forward reaction prediction with 1.9M reactions from USPTO patents (1976-2016). (1) Given the reactants [CH2:1]([O:5][C:6]1[N:14]=[C:13]2[C:9]([N:10]=[C:11]([O:25]C)[N:12]2[CH2:15][C:16]2[CH:21]=[CH:20][C:19]([CH2:22][CH2:23]O)=[CH:18][CH:17]=2)=[C:8]([NH2:27])[N:7]=1)[CH2:2][CH2:3][CH3:4].C(N(CC)CC)C.CS(Cl)(=O)=O.C(N(C(C)C)CC)(C)C.[CH2:49]([O:51][C:52]([CH:54]1[CH2:59][CH2:58][NH:57][CH2:56][CH2:55]1)=[O:53])C, predict the reaction product. The product is: [CH2:1]([O:5][C:6]1[N:14]=[C:13]2[C:9]([NH:10][C:11](=[O:25])[N:12]2[CH2:15][C:16]2[CH:17]=[CH:18][C:19]([CH2:22][CH2:23][N:57]3[CH2:58][CH2:59][CH:54]([C:52]([O:51][CH3:49])=[O:53])[CH2:55][CH2:56]3)=[CH:20][CH:21]=2)=[C:8]([NH2:27])[N:7]=1)[CH2:2][CH2:3][CH3:4]. (2) Given the reactants [C:1]([O:5][C:6]([N:8]1[CH2:12][C:11](=O)[N:10](C)[CH:9]1[C:15]([CH3:18])(C)C)=[O:7])([CH3:4])([CH3:3])[CH3:2].C[C@H]1CNCCN1.C(N(CC)CC)C, predict the reaction product. The product is: [CH3:18][C@@H:15]1[NH:10][CH2:11][CH2:12][N:8]([C:6]([O:5][C:1]([CH3:2])([CH3:3])[CH3:4])=[O:7])[CH2:9]1. (3) The product is: [CH:1]1([CH2:4][O:5][C:6]2[CH:32]=[CH:31][C:9]3[N:10]=[C:11]([C:13]4[N:18]=[CH:17][C:16]([O:19][CH2:20][C@@H:21]([NH:23][C:24](=[O:30])[O:25][CH3:26])[CH3:22])=[CH:15][CH:14]=4)[O:12][C:8]=3[CH:7]=2)[CH2:3][CH2:2]1. Given the reactants [CH:1]1([CH2:4][O:5][C:6]2[CH:32]=[CH:31][C:9]3[N:10]=[C:11]([C:13]4[N:18]=[CH:17][C:16]([O:19][CH2:20][C@@H:21]([NH:23][C:24](=[O:30])[O:25][C:26](C)(C)C)[CH3:22])=[CH:15][CH:14]=4)[O:12][C:8]=3[CH:7]=2)[CH2:3][CH2:2]1.Cl.C(OCC)(=O)C, predict the reaction product. (4) The product is: [Cl:13][C:14]1[CH:19]=[C:18]([Cl:20])[CH:17]=[CH:16][C:15]=1[CH2:21][CH2:22][NH:23][C:24]1[N:29]=[C:28]([O:30][CH3:31])[N:27]=[C:26]([C:32]2[CH:33]=[C:34]([C:38]([CH3:43])([CH3:42])[C:39]([NH:51][S:48]([C:44]([CH3:47])([CH3:46])[CH3:45])(=[O:50])=[O:49])=[O:41])[CH:35]=[CH:36][CH:37]=2)[CH:25]=1. Given the reactants CCN=C=NCCCN(C)C.Cl.[Cl:13][C:14]1[CH:19]=[C:18]([Cl:20])[CH:17]=[CH:16][C:15]=1[CH2:21][CH2:22][NH:23][C:24]1[N:29]=[C:28]([O:30][CH3:31])[N:27]=[C:26]([C:32]2[CH:33]=[C:34]([C:38]([CH3:43])([CH3:42])[C:39]([OH:41])=O)[CH:35]=[CH:36][CH:37]=2)[CH:25]=1.[C:44]([S:48]([NH2:51])(=[O:50])=[O:49])([CH3:47])([CH3:46])[CH3:45], predict the reaction product. (5) Given the reactants Cl.[CH3:2][S:3]([CH2:6][C:7]([OH:9])=O)(=[O:5])=[O:4].[CH2:10]([C@H:17]1[CH2:21][NH:20][C@H:19]([C:22]([NH:24][C:25]2[CH:30]=[CH:29][C:28]([O:31][C:32]3[CH:37]=[CH:36][C:35]([F:38])=[CH:34][CH:33]=3)=[CH:27][CH:26]=2)=[O:23])[CH2:18]1)[C:11]1[CH:16]=[CH:15][CH:14]=[CH:13][CH:12]=1, predict the reaction product. The product is: [CH2:10]([C@H:17]1[CH2:21][N:20]([C:7](=[O:9])[CH2:6][S:3]([CH3:2])(=[O:5])=[O:4])[C@H:19]([C:22]([NH:24][C:25]2[CH:30]=[CH:29][C:28]([O:31][C:32]3[CH:33]=[CH:34][C:35]([F:38])=[CH:36][CH:37]=3)=[CH:27][CH:26]=2)=[O:23])[CH2:18]1)[C:11]1[CH:12]=[CH:13][CH:14]=[CH:15][CH:16]=1. (6) The product is: [Cl:1][C:2]1[N:7]=[C:6]([NH:19][C:18]2[CH:17]=[CH:16][C:15]([O:14][CH2:10][CH2:11][CH2:12][CH3:13])=[CH:21][CH:20]=2)[C:5]([F:9])=[CH:4][N:3]=1. Given the reactants [Cl:1][C:2]1[N:7]=[C:6](Cl)[C:5]([F:9])=[CH:4][N:3]=1.[CH2:10]([O:14][C:15]1[CH:21]=[CH:20][C:18]([NH2:19])=[CH:17][CH:16]=1)[CH2:11][CH2:12][CH3:13].Cl.[OH-].[Na+], predict the reaction product.